This data is from NCI-60 drug combinations with 297,098 pairs across 59 cell lines. The task is: Regression. Given two drug SMILES strings and cell line genomic features, predict the synergy score measuring deviation from expected non-interaction effect. (1) Cell line: HOP-62. Drug 1: C1=CC(=CC=C1CCC2=CNC3=C2C(=O)NC(=N3)N)C(=O)NC(CCC(=O)O)C(=O)O. Drug 2: N.N.Cl[Pt+2]Cl. Synergy scores: CSS=29.4, Synergy_ZIP=3.10, Synergy_Bliss=4.99, Synergy_Loewe=-33.9, Synergy_HSA=0.630. (2) Drug 1: CC1=C(C=C(C=C1)NC(=O)C2=CC=C(C=C2)CN3CCN(CC3)C)NC4=NC=CC(=N4)C5=CN=CC=C5. Drug 2: CS(=O)(=O)OCCCCOS(=O)(=O)C. Cell line: NCI-H322M. Synergy scores: CSS=8.28, Synergy_ZIP=-1.91, Synergy_Bliss=-1.79, Synergy_Loewe=-10.0, Synergy_HSA=-3.63. (3) Drug 1: CC1=C(C(CCC1)(C)C)C=CC(=CC=CC(=CC(=O)O)C)C. Drug 2: C1=CC=C(C(=C1)C(C2=CC=C(C=C2)Cl)C(Cl)Cl)Cl. Cell line: HOP-62. Synergy scores: CSS=0.608, Synergy_ZIP=-2.66, Synergy_Bliss=-8.90, Synergy_Loewe=-2.76, Synergy_HSA=-7.24.